From a dataset of Catalyst prediction with 721,799 reactions and 888 catalyst types from USPTO. Predict which catalyst facilitates the given reaction. (1) Reactant: Cl[C:2]1[C:3]([CH:8]2[CH2:11][N:10]([C:12]([O:14][C:15]([CH3:18])([CH3:17])[CH3:16])=[O:13])[CH2:9]2)=[N:4][CH:5]=[CH:6][N:7]=1.[NH:19]1[C:23]2[CH:24]=[CH:25][CH:26]=[CH:27][C:22]=2[N:21]=[C:20]1[C:28]([C:30]1[CH:35]=[CH:34][C:33]([OH:36])=[CH:32][CH:31]=1)=[O:29].C(=O)([O-])[O-].[Cs+].[Cs+].CS(C)=O. The catalyst class is: 6. Product: [NH:19]1[C:23]2[CH:24]=[CH:25][CH:26]=[CH:27][C:22]=2[N:21]=[C:20]1[C:28]([C:30]1[CH:35]=[CH:34][C:33]([O:36][C:2]2[C:3]([CH:8]3[CH2:11][N:10]([C:12]([O:14][C:15]([CH3:18])([CH3:17])[CH3:16])=[O:13])[CH2:9]3)=[N:4][CH:5]=[CH:6][N:7]=2)=[CH:32][CH:31]=1)=[O:29]. (2) Reactant: C(O[CH:4](OCC)[CH2:5][NH:6][C:7](=[O:19])[C:8]1[CH:13]=[CH:12][CH:11]=[C:10]([O:14][CH3:15])[C:9]=1[N+:16]([O-:18])=[O:17])C. Product: [CH3:15][O:14][C:10]1[C:9]([N+:16]([O-:18])=[O:17])=[C:8]2[C:13]([CH:4]=[CH:5][NH:6][C:7]2=[O:19])=[CH:12][CH:11]=1. The catalyst class is: 65. (3) Reactant: [B:1]([C:4]1[CH:5]=[C:6]([CH:10]=[CH:11][CH:12]=1)[C:7]([OH:9])=O)([OH:3])[OH:2].[N:13]1([C:19]2[CH:24]=[CH:23][C:22]([C:25]([F:28])([F:27])[F:26])=[CH:21][C:20]=2[NH2:29])[CH2:18][CH2:17][CH2:16][CH2:15][CH2:14]1.C(Cl)CCl.C1C=CC2N(O)N=NC=2C=1. Product: [N:13]1([C:19]2[CH:24]=[CH:23][C:22]([C:25]([F:27])([F:28])[F:26])=[CH:21][C:20]=2[NH:29][C:7]([C:6]2[CH:5]=[C:4]([B:1]([OH:2])[OH:3])[CH:12]=[CH:11][CH:10]=2)=[O:9])[CH2:14][CH2:15][CH2:16][CH2:17][CH2:18]1. The catalyst class is: 18. (4) Reactant: [F:1][C:2]1[CH:7]=[CH:6][C:5]([N:8]2[C:16]3[C:11](=[CH:12][C:13]([C:18](OC)=[O:19])=[C:14]([CH3:17])[CH:15]=3)[CH:10]=[N:9]2)=[CH:4][CH:3]=1.[Li+].[BH4-]. Product: [F:1][C:2]1[CH:3]=[CH:4][C:5]([N:8]2[C:16]3[C:11](=[CH:12][C:13]([CH2:18][OH:19])=[C:14]([CH3:17])[CH:15]=3)[CH:10]=[N:9]2)=[CH:6][CH:7]=1. The catalyst class is: 1. (5) Reactant: [NH2:1][C:2]1[C:7]2=[C:8]([C:13]3[CH:18]=[CH:17][C:16]([N+:19]([O-:21])=[O:20])=[CH:15][CH:14]=3)[C:9]([CH:11]=[O:12])=[CH:10][N:6]2[N:5]=[CH:4][N:3]=1.S([CH2:32][N+:33]#[C-:34])(C1C=CC(C)=CC=1)(=O)=O.C(=O)([O-])[O-].[K+].[K+]. Product: [N+:19]([C:16]1[CH:15]=[CH:14][C:13]([C:8]2[C:9]([C:11]3[O:12][CH:34]=[N:33][CH:32]=3)=[CH:10][N:6]3[C:7]=2[C:2]([NH2:1])=[N:3][CH:4]=[N:5]3)=[CH:18][CH:17]=1)([O-:21])=[O:20]. The catalyst class is: 5.